Dataset: Reaction yield outcomes from USPTO patents with 853,638 reactions. Task: Predict the reaction yield, written as a fraction of the theoretical maximum amount of product (1.0 means a 100% yield; for example, 0.34 means a 34% yield). (1) The reactants are Br[C:2]1[S:6][C:5]([C:7](=[O:12])[C:8]([OH:11])([CH3:10])[CH3:9])=[CH:4][CH:3]=1.[CH2:13]([NH:19][CH2:20][CH2:21][CH2:22][CH2:23][CH2:24][CH3:25])[CH2:14][CH2:15][CH2:16][CH2:17][CH3:18]. The catalyst is CC1C=CC(S(O)(=O)=O)=CC=1.CS(C)=O. The product is [CH2:20]([N:19]([C:2]1[S:6][C:5]([C:7](=[O:12])[C:8]([OH:11])([CH3:10])[CH3:9])=[CH:4][CH:3]=1)[CH2:13][CH2:14][CH2:15][CH2:16][CH2:17][CH3:18])[CH2:21][CH2:22][CH2:23][CH2:24][CH3:25]. The yield is 0.390. (2) The yield is 1.00. The product is [NH2:1][C:4]1[CH:17]=[CH:16][C:7]([C:8]([N:10]2[CH2:11][CH2:12][S:13][CH2:14][CH2:15]2)=[O:9])=[CH:6][CH:5]=1. The reactants are [N+:1]([C:4]1[CH:17]=[CH:16][C:7]([C:8]([N:10]2[CH2:15][CH2:14][S:13][CH2:12][CH2:11]2)=[O:9])=[CH:6][CH:5]=1)([O-])=O.[NH4+].[Cl-]. The catalyst is C(O)C.O.[Fe]. (3) The catalyst is C1COCC1. The product is [Si:24]([O:21][C@H:18]1[CH2:19][CH2:20][N:16]([CH2:15][C:14]2[CH:13]=[CH:12][C:11]([C:9]3[S:10][C:3]4[C:4](=[N:5][CH:6]=[CH:7][C:2]=4[Cl:1])[CH:8]=3)=[CH:23][CH:22]=2)[CH2:17]1)([C:27]([CH3:30])([CH3:29])[CH3:28])([CH3:26])[CH3:25]. The reactants are [Cl:1][C:2]1[CH:7]=[CH:6][N:5]=[C:4]2[CH:8]=[C:9]([C:11]3[CH:23]=[CH:22][C:14]([CH2:15][N:16]4[CH2:20][CH2:19][C@H:18]([OH:21])[CH2:17]4)=[CH:13][CH:12]=3)[S:10][C:3]=12.[Si:24](OS(C(F)(F)F)(=O)=O)([C:27]([CH3:30])([CH3:29])[CH3:28])([CH3:26])[CH3:25].CCN(CC)CC.CO.CCOC(C)=O. The yield is 0.960. (4) The reactants are [CH3:1][C:2](=[O:6])[C:3](=[O:5])[CH3:4].[P:7]([O:12][CH3:13])([O:10][CH3:11])[O:8][CH3:9]. No catalyst specified. The product is [CH3:9][O:8][P:7]1([O:12][CH3:13])([O:10][CH3:11])[O:6][C:2]([CH3:1])=[C:3]([CH3:4])[O:5]1. The yield is 0.830. (5) The reactants are Br[C:2]1[N:7]=[CH:6][C:5]([C:8]([C:11]2[S:12][C:13]([C:16]3[CH:21]=[C:20]([NH:22][C:23]4[N:28]=[C:27]([C:29]([F:32])([F:31])[F:30])[CH:26]=[CH:25][N:24]=4)[CH:19]=[C:18]([CH3:33])[CH:17]=3)=[CH:14][N:15]=2)([OH:10])[CH3:9])=[CH:4][CH:3]=1.C1(P(C2C=CC=CC=2)CCCP(C2C=CC=CC=2)C2C=CC=CC=2)C=CC=CC=1.[CH3:63][OH:64].C(N(CC)CC)C.CN([CH:75]=[O:76])C. The catalyst is [NH4+].[Cl-].C([O-])(=O)C.[Pd+2].C([O-])(=O)C. The product is [OH:10][C:8]([C:5]1[CH:4]=[CH:3][C:2]([C:63]([O:76][CH3:75])=[O:64])=[N:7][CH:6]=1)([C:11]1[S:12][C:13]([C:16]2[CH:21]=[C:20]([NH:22][C:23]3[N:28]=[C:27]([C:29]([F:32])([F:31])[F:30])[CH:26]=[CH:25][N:24]=3)[CH:19]=[C:18]([CH3:33])[CH:17]=2)=[CH:14][N:15]=1)[CH3:9]. The yield is 0.660. (6) The reactants are CC1C=CC(S(O[CH2:12][CH:13]([NH:19][C:20]([O:22][C:23]([CH3:26])([CH3:25])[CH3:24])=[O:21])[C:14]2[CH:18]=[CH:17][S:16][CH:15]=2)(=O)=O)=CC=1.[C-:27]#[N:28].[Na+].[Na+].[Cl-]. The catalyst is CS(C)=O. The product is [C:27]([CH2:12][CH:13]([NH:19][C:20](=[O:21])[O:22][C:23]([CH3:24])([CH3:25])[CH3:26])[C:14]1[CH:18]=[CH:17][S:16][CH:15]=1)#[N:28]. The yield is 0.250. (7) The yield is 0.290. The catalyst is CN(C)C=O. The product is [O:13]1[C:14]2[CH:20]=[CH:19][CH:18]=[CH:17][C:15]=2[N:16]=[C:12]1[C:9]1[CH:10]=[CH:11][C:5]2[N:4]([CH2:1][CH2:2][CH3:3])[C:21]([CH3:22])=[N:7][C:6]=2[CH:8]=1. The reactants are [CH2:1]([NH:4][C:5]1[CH:11]=[CH:10][C:9]([C:12]2[O:13][C:14]3[CH:20]=[CH:19][CH:18]=[CH:17][C:15]=3[N:16]=2)=[CH:8][C:6]=1[NH2:7])[CH2:2][CH3:3].[CH:21](=O)[CH3:22].OOS([O-])=O.[K+].C(=O)([O-])[O-].[K+].[K+]. (8) The reactants are [Br:1][C:2]1[CH:7]=[C:6]([CH2:8][CH2:9]Br)[CH:5]=[CH:4][C:3]=1[O:11][CH3:12].[OH:13][C:14]1[CH:19]=[CH:18][CH:17]=[CH:16][N:15]=1.C([O-])([O-])=O.[K+].[K+]. The catalyst is COCCOC. The product is [Br:1][C:2]1[CH:7]=[C:6]([CH2:8][CH2:9][N:15]2[CH:16]=[CH:17][CH:18]=[CH:19][C:14]2=[O:13])[CH:5]=[CH:4][C:3]=1[O:11][CH3:12]. The yield is 0.400.